From a dataset of Reaction yield outcomes from USPTO patents with 853,638 reactions. Predict the reaction yield, written as a fraction of the theoretical maximum amount of product (1.0 means a 100% yield; for example, 0.34 means a 34% yield). (1) The reactants are Br[C:2]1[C:3]([C:16]2[CH:21]=[CH:20][CH:19]=[CH:18][CH:17]=2)=[N:4][C:5]2[C:10]([N:11]=1)=[CH:9][C:8]([C:12]([O:14]C)=[O:13])=[CH:7][CH:6]=2.[CH3:22][O:23][C:24]1[CH:29]=[C:28]([O:30][CH3:31])[CH:27]=[CH:26][C:25]=1B(O)O. No catalyst specified. The product is [CH3:22][O:23][C:24]1[CH:29]=[C:28]([O:30][CH3:31])[CH:27]=[CH:26][C:25]=1[C:2]1[C:3]([C:16]2[CH:17]=[CH:18][CH:19]=[CH:20][CH:21]=2)=[N:4][C:5]2[C:10]([N:11]=1)=[CH:9][C:8]([C:12]([OH:14])=[O:13])=[CH:7][CH:6]=2. The yield is 0.180. (2) The reactants are [CH:1]([C:3]1[CH:8]=[CH:7][C:6](B(O)O)=[CH:5][CH:4]=1)=[O:2].Br[C:13]1[CH:18]=[CH:17][CH:16]=[CH:15][N:14]=1.C(O)C.C([O-])([O-])=O.[Na+].[Na+]. The catalyst is C1(C)C=CC=CC=1.C1C=CC([P]([Pd]([P](C2C=CC=CC=2)(C2C=CC=CC=2)C2C=CC=CC=2)([P](C2C=CC=CC=2)(C2C=CC=CC=2)C2C=CC=CC=2)[P](C2C=CC=CC=2)(C2C=CC=CC=2)C2C=CC=CC=2)(C2C=CC=CC=2)C2C=CC=CC=2)=CC=1. The product is [N:14]1[CH:15]=[CH:16][CH:17]=[CH:18][C:13]=1[C:6]1[CH:7]=[CH:8][C:3]([CH:1]=[O:2])=[CH:4][CH:5]=1. The yield is 0.680. (3) The catalyst is C1(C)C=CC=CC=1.O.C1C=CC([P]([Pd]([P](C2C=CC=CC=2)(C2C=CC=CC=2)C2C=CC=CC=2)([P](C2C=CC=CC=2)(C2C=CC=CC=2)C2C=CC=CC=2)[P](C2C=CC=CC=2)(C2C=CC=CC=2)C2C=CC=CC=2)(C2C=CC=CC=2)C2C=CC=CC=2)=CC=1. The product is [F:22][C:16]1[CH:15]=[CH:14][C:13]([C:5]2[CH:6]=[CH:7][CH:8]=[C:3]([O:2][CH3:1])[CH:4]=2)=[CH:18][C:17]=1[N+:19]([O-:21])=[O:20]. The yield is 0.770. The reactants are [CH3:1][O:2][C:3]1[CH:4]=[C:5](B(O)O)[CH:6]=[CH:7][CH:8]=1.Br[C:13]1[CH:14]=[CH:15][C:16]([F:22])=[C:17]([N+:19]([O-:21])=[O:20])[CH:18]=1.C(=O)([O-])[O-].[Na+].[Na+].